This data is from Full USPTO retrosynthesis dataset with 1.9M reactions from patents (1976-2016). The task is: Predict the reactants needed to synthesize the given product. (1) Given the product [O:1]([C:2]1[CH:3]=[C:4]2[C:9](=[CH:10][CH:11]=1)[N:8]=[CH:7][C:6]([C:12]([O:14][CH3:15])=[O:13])=[CH:5]2)[C:23]1[CH:28]=[CH:27][CH:26]=[CH:25][CH:24]=1, predict the reactants needed to synthesize it. The reactants are: [OH:1][C:2]1[CH:3]=[C:4]2[C:9](=[CH:10][CH:11]=1)[N:8]=[CH:7][C:6]([C:12]([O:14][CH3:15])=[O:13])=[CH:5]2.C(N(CC)CC)C.[C:23]1(B(O)O)[CH:28]=[CH:27][CH:26]=[CH:25][CH:24]=1. (2) Given the product [C:1]([O:5][C:6]([N:8]1[CH2:13][CH2:12][C:11]2([C:14]3[C:15](=[N:16][CH:17]=[CH:18][CH:19]=3)[NH:22][CH2:21]2)[CH2:10][CH2:9]1)=[O:7])([CH3:4])([CH3:3])[CH3:2], predict the reactants needed to synthesize it. The reactants are: [C:1]([O:5][C:6]([N:8]1[CH2:13][CH2:12][C:11]([C:21]#[N:22])([C:14]2[C:15](Cl)=[N:16][CH:17]=[CH:18][CH:19]=2)[CH2:10][CH2:9]1)=[O:7])([CH3:4])([CH3:3])[CH3:2].C(O[AlH-](OC(C)(C)C)OC(C)(C)C)(C)(C)C.[Li+].[OH-].[Na+].O. (3) Given the product [Br:37][CH2:38][CH2:39][N:40]1[CH:44]=[CH:43][CH:42]=[N:41]1.[CH3:1][O:2][C:3]1[CH:34]=[C:33]([O:35][CH3:36])[CH:32]=[CH:31][C:4]=1[CH2:5][N:6]([CH2:8][C:9]1[C:17]2[O:16][N:15]=[C:14]([CH2:18][CH2:19][CH:20]3[CH2:21][CH2:22][N:23]([CH2:38][CH2:39][N:40]4[CH:44]=[CH:43][CH:42]=[N:41]4)[CH2:24][CH2:25]3)[C:13]=2[CH:12]=[CH:11][C:10]=1[O:26][CH2:27][CH:28]1[CH2:30][CH2:29]1)[CH3:7], predict the reactants needed to synthesize it. The reactants are: [CH3:1][O:2][C:3]1[CH:34]=[C:33]([O:35][CH3:36])[CH:32]=[CH:31][C:4]=1[CH2:5][N:6]([CH2:8][C:9]1[C:17]2[O:16][N:15]=[C:14]([CH2:18][CH2:19][CH:20]3[CH2:25][CH2:24][NH:23][CH2:22][CH2:21]3)[C:13]=2[CH:12]=[CH:11][C:10]=1[O:26][CH2:27][CH:28]1[CH2:30][CH2:29]1)[CH3:7].[Br:37][CH2:38][CH2:39][N:40]1[CH:44]=[CH:43][CH:42]=[N:41]1.C(N(CC)C(C)C)(C)C. (4) The reactants are: [OH:1][C:2]1[CH:7]=[CH:6][CH:5]=[CH:4][C:3]=1[C:8](=[O:10])[CH3:9].[C:11]1(=O)[CH2:15][CH2:14][CH2:13][CH2:12]1.[C:17]1(=O)CCCCC1. Given the product [CH3:17][C:5]1[CH:4]=[C:3]2[C:2](=[CH:7][CH:6]=1)[O:1][C:11]1([CH2:15][CH2:14][CH2:13][CH2:12]1)[CH2:9][C:8]2=[O:10], predict the reactants needed to synthesize it. (5) The reactants are: CS[C:3]1[N:4]=[C:5]([CH2:12][C:13]2[CH:17]=[CH:16][S:15][CH:14]=2)[NH:6][C:7](=[O:11])[C:8]=1[C:9]#[N:10].[NH:18]1[CH2:23][CH2:22][CH:21]([CH2:24][CH2:25][OH:26])[CH2:20][CH2:19]1. Given the product [OH:26][CH2:25][CH2:24][CH:21]1[CH2:22][CH2:23][N:18]([C:3]2[N:4]=[C:5]([CH2:12][C:13]3[CH:17]=[CH:16][S:15][CH:14]=3)[NH:6][C:7](=[O:11])[C:8]=2[C:9]#[N:10])[CH2:19][CH2:20]1, predict the reactants needed to synthesize it. (6) Given the product [C:11]([NH:8][CH2:7][C:6]1[CH:15]=[C:2]([C:24]2[CH:23]=[N:22][CH:27]=[CH:26][CH:25]=2)[CH:3]=[C:4]([C:16]2[CH:21]=[CH:20][CH:19]=[CH:18][CH:17]=2)[C:5]=1[OH:10])([CH3:12])([CH3:14])[CH3:13], predict the reactants needed to synthesize it. The reactants are: Br[C:2]1[CH:3]=[C:4]([C:16]2[CH:21]=[CH:20][CH:19]=[CH:18][CH:17]=2)[C:5]2[O:10]C[N:8]([C:11]([CH3:14])([CH3:13])[CH3:12])[CH2:7][C:6]=2[CH:15]=1.[N:22]1[CH:27]=[CH:26][CH:25]=[C:24](B(O)O)[CH:23]=1.C(=O)([O-])[O-].[K+].[K+]. (7) Given the product [CH3:1][C:2]1[CH:6]=[C:5]([CH3:7])[N:4]([CH2:8][O:9][C:22](=[S:23])[NH:21][CH2:20][C:19]2[CH:24]=[CH:25][C:16]([C:12]([CH3:14])([CH3:13])[CH3:15])=[CH:17][CH:18]=2)[N:3]=1, predict the reactants needed to synthesize it. The reactants are: [CH3:1][C:2]1[CH:6]=[C:5]([CH3:7])[N:4]([CH2:8][OH:9])[N:3]=1.[H-].[Na+].[C:12]([C:16]1[CH:25]=[CH:24][C:19]([CH2:20][N:21]=[C:22]=[S:23])=[CH:18][CH:17]=1)([CH3:15])([CH3:14])[CH3:13]. (8) The reactants are: Cl.[CH2:2]([NH2:6])[CH2:3][C:4]#[CH:5].C(N(CC)C(C)C)(C)C.[C:16](Cl)(=[O:32])[O:17][CH2:18][CH:19]1[C:31]2[CH:30]=[CH:29][CH:28]=[CH:27][C:26]=2[C:25]2[C:20]1=[CH:21][CH:22]=[CH:23][CH:24]=2. Given the product [CH2:2]([NH:6][C:16](=[O:32])[O:17][CH2:18][CH:19]1[C:31]2[CH:30]=[CH:29][CH:28]=[CH:27][C:26]=2[C:25]2[C:20]1=[CH:21][CH:22]=[CH:23][CH:24]=2)[CH2:3][C:4]#[CH:5], predict the reactants needed to synthesize it.